This data is from Forward reaction prediction with 1.9M reactions from USPTO patents (1976-2016). The task is: Predict the product of the given reaction. (1) Given the reactants [OH2:1].[C:2]1([CH3:12])[CH:7]=[CH:6][C:5](S(O)(=O)=O)=[CH:4][CH:3]=1.[CH:13]([O:20]CC)([O:17][CH2:18][CH3:19])OCC.[CH2:23]([OH:25])[CH3:24], predict the reaction product. The product is: [CH2:23]([O:25][C:12]([C@H:2]1[CH2:7][CH2:6][CH2:5][C@@H:4]([C:13]([O:17][CH2:18][CH3:19])=[O:20])[CH2:3]1)=[O:1])[CH3:24]. (2) Given the reactants CN1[C:6]2[CH:7]=[CH:8][CH:9]=C[C:5]=2[N:4]=[C:3]1[CH2:11][O:12][C:13]1[CH:18]=[CH:17][C:16]([C:19]2[C:23]([C:24]3[CH:29]=[CH:28][N:27]=[CH:26][CH:25]=3)=[CH:22][N:21]([CH3:30])[N:20]=2)=[CH:15][CH:14]=1.[N:31]1C(CO)=CN2C=CC=C[C:35]=12, predict the reaction product. The product is: [CH3:30][N:21]1[CH:22]=[C:23]([C:24]2[CH:25]=[CH:26][N:27]=[CH:28][CH:29]=2)[C:19]([C:16]2[CH:17]=[CH:18][C:13]([O:12][CH2:11][C:3]3[N:4]=[C:5]4[CH:6]=[CH:7][CH:8]=[CH:9][N:31]4[CH:35]=3)=[CH:14][CH:15]=2)=[N:20]1. (3) The product is: [ClH:27].[ClH:28].[C:1]([O:5][C:6]([N:8]1[CH2:9][CH2:10][CH:11]([O:14][C:15]2[CH:24]=[C:23]([O:25][CH3:26])[CH:22]=[C:21]3[C:16]=2[C:17]([NH:35][C:34]2[C:29]([Cl:28])=[CH:30][CH:31]=[C:32]4[O:38][CH2:37][O:36][C:33]=24)=[N:18][CH:19]=[N:20]3)[CH2:12][CH2:13]1)=[O:7])([CH3:4])([CH3:3])[CH3:2]. Given the reactants [C:1]([O:5][C:6]([N:8]1[CH2:13][CH2:12][CH:11]([O:14][C:15]2[CH:24]=[C:23]([O:25][CH3:26])[CH:22]=[C:21]3[C:16]=2[C:17]([Cl:27])=[N:18][CH:19]=[N:20]3)[CH2:10][CH2:9]1)=[O:7])([CH3:4])([CH3:3])[CH3:2].[Cl:28][C:29]1[C:34]([NH2:35])=[C:33]2[O:36][CH2:37][O:38][C:32]2=[CH:31][CH:30]=1, predict the reaction product.